From a dataset of Catalyst prediction with 721,799 reactions and 888 catalyst types from USPTO. Predict which catalyst facilitates the given reaction. (1) Reactant: C(=O)([O-])[O-].[Cs+].[Cs+].Br[C:8]1[CH:9]=[N:10][CH:11]=[C:12]([CH:15]=1)[C:13]#[N:14].[CH:16]1(B(O)O)[CH2:18][CH2:17]1.C(Cl)Cl. Product: [CH:16]1([C:8]2[CH:9]=[N:10][CH:11]=[C:12]([CH:15]=2)[C:13]#[N:14])[CH2:18][CH2:17]1. The catalyst class is: 38. (2) Reactant: [NH2:1][C@H:2]([C:7]([OH:9])=[O:8])[CH2:3][C:4]([OH:6])=[O:5].[CH:10](N)=[O:11].[OH-].[Na+]. Product: [CH:10]([NH:1][C@H:2]([C:7]([OH:9])=[O:8])[CH2:3][C:4]([OH:6])=[O:5])=[O:11]. The catalyst class is: 6. (3) Reactant: [N+:1]([C:4]1[C:5]([CH:10]=[C:11]2[CH2:16][CH2:15][N:14]([C:17]([O:19][C:20]([CH3:23])([CH3:22])[CH3:21])=[O:18])[CH2:13][CH2:12]2)=[N:6][CH:7]=[N:8][CH:9]=1)([O-])=O. Product: [NH2:1][C:4]1[C:5]([CH2:10][CH:11]2[CH2:12][CH2:13][N:14]([C:17]([O:19][C:20]([CH3:23])([CH3:22])[CH3:21])=[O:18])[CH2:15][CH2:16]2)=[N:6][CH:7]=[N:8][CH:9]=1. The catalyst class is: 19.